From a dataset of Reaction yield outcomes from USPTO patents with 853,638 reactions. Predict the reaction yield, written as a fraction of the theoretical maximum amount of product (1.0 means a 100% yield; for example, 0.34 means a 34% yield). (1) The reactants are [OH:1][C:2]1[CH:3]=[C:4]([CH:9]=[CH:10][C:11]=1[O:12][CH3:13])[C:5]([O:7]C)=[O:6].[CH:14](O)([CH3:16])[CH3:15].C1(P(C2C=CC=CC=2)C2C=CC=CC=2)C=CC=CC=1.N(C(OCC)=O)=NC(OCC)=O. The catalyst is C(OCC)(=O)C. The product is [CH:14]([O:1][C:2]1[CH:3]=[C:4]([CH:9]=[CH:10][C:11]=1[O:12][CH3:13])[C:5]([OH:7])=[O:6])([CH3:16])[CH3:15]. The yield is 0.820. (2) The reactants are FC(F)(F)C(O)=O.[N:8]1([C:14]2[N:19]3[N:20]=[C:21]([C:23]4[CH:28]=[CH:27][CH:26]=[CH:25][CH:24]=4)[CH:22]=[C:18]3[N:17]=[C:16]([NH:29][NH2:30])[CH:15]=2)[CH2:13][CH2:12][O:11][CH2:10][CH2:9]1.[Cl:31][C:32]1[CH:33]=[C:34]([CH:37]=[CH:38][CH:39]=1)[CH:35]=O. The catalyst is C(O)C. The product is [Cl:31][C:32]1[CH:33]=[C:34]([CH:37]=[CH:38][CH:39]=1)[CH:35]=[N:30][NH:29][C:16]1[CH:15]=[C:14]([N:8]2[CH2:13][CH2:12][O:11][CH2:10][CH2:9]2)[N:19]2[N:20]=[C:21]([C:23]3[CH:28]=[CH:27][CH:26]=[CH:25][CH:24]=3)[CH:22]=[C:18]2[N:17]=1. The yield is 0.340. (3) The reactants are [Si:1]([O:8][CH2:9][C:10]([C:13]1[S:14][CH:15]=[CH:16][N:17]=1)([OH:12])[CH3:11])([C:4]([CH3:7])([CH3:6])[CH3:5])([CH3:3])[CH3:2].[Br:18]N1C(=O)CCC1=O.O. The catalyst is CN(C=O)C. The product is [Br:18][C:15]1[S:14][C:13]([C:10]([OH:12])([CH3:11])[CH2:9][O:8][Si:1]([C:4]([CH3:5])([CH3:6])[CH3:7])([CH3:2])[CH3:3])=[N:17][CH:16]=1. The yield is 0.220. (4) The reactants are [CH3:1][C@H:2]([C@@:10]([OH:25])([C:17]1[CH:18]=[CH:19][C:20]([F:24])=[CH:21][C:22]=1[F:23])[CH2:11][N:12]1[N:16]=[CH:15][N:14]=[CH:13]1)[C:3]1[N:8]=[CH:7][N:6]=[CH:5][C:4]=1[F:9].[C@@]12(CS([O-])(=O)=O)C(C)(C)C(CC1)CC2=O.C(=O)(O)[O-].[Na+]. The catalyst is C(OCC)(=O)C. The product is [CH3:1][C@H:2]([C@@:10]([OH:25])([C:17]1[CH:18]=[CH:19][C:20]([F:24])=[CH:21][C:22]=1[F:23])[CH2:11][N:12]1[N:16]=[CH:15][N:14]=[CH:13]1)[C:3]1[N:8]=[CH:7][N:6]=[CH:5][C:4]=1[F:9]. The yield is 0.905. (5) The catalyst is C(Cl)Cl. The reactants are [NH2:1][C:2]1[CH:15]=[CH:14][C:13]([Cl:16])=[CH:12][C:3]=1[C:4]([C:6]1[CH:11]=[CH:10][CH:9]=[CH:8][CH:7]=1)=[O:5].[C:17](N1C=CN=C1)([N:19]1[CH:23]=[CH:22][N:21]=[CH:20]1)=[O:18]. The product is [C:4]([C:3]1[CH:12]=[C:13]([Cl:16])[CH:14]=[CH:15][C:2]=1[NH:1][C:17]([N:19]1[CH:23]=[CH:22][N:21]=[CH:20]1)=[O:18])(=[O:5])[C:6]1[CH:7]=[CH:8][CH:9]=[CH:10][CH:11]=1. The yield is 0.699. (6) The reactants are [BH4-].[Na+].C(N(CC)[C:6](=[O:17])[C:7]1[C:12]([O:13][CH3:14])=[CH:11][CH:10]=[CH:9][C:8]=1[CH:15]=[O:16])C. The catalyst is CO. The product is [CH3:14][O:13][C:12]1[CH:11]=[CH:10][CH:9]=[C:8]2[C:7]=1[C:6](=[O:17])[O:16][CH2:15]2. The yield is 0.980.